Predict which catalyst facilitates the given reaction. From a dataset of Catalyst prediction with 721,799 reactions and 888 catalyst types from USPTO. (1) Reactant: C(OC([N:8]1[CH2:12][CH2:11][CH2:10][C@H:9]1[C:13]1[NH:14][C:15]([C:18]2[CH:19]=[C:20]3[C:25](=[CH:26][CH:27]=2)[CH:24]=[C:23]([C:28]2[CH:33]=[CH:32][C:31]([C:34]4[NH:38][C:37]([C@@H:39]5[CH:43]=[C:42]([CH3:44])[CH2:41][N:40]5C(OC(C)(C)C)=O)=[N:36][CH:35]=4)=[CH:30][CH:29]=2)[CH:22]=[CH:21]3)=[CH:16][N:17]=1)=O)(C)(C)C.C(O)(C(F)(F)F)=O. The catalyst class is: 2. Product: [CH3:44][C:42]1[CH2:41][NH:40][C@H:39]([C:37]2[NH:38][C:34]([C:31]3[CH:32]=[CH:33][C:28]([C:23]4[CH:22]=[CH:21][C:20]5[C:25](=[CH:26][CH:27]=[C:18]([C:15]6[NH:14][C:13]([C@@H:9]7[CH2:10][CH2:11][CH2:12][NH:8]7)=[N:17][CH:16]=6)[CH:19]=5)[CH:24]=4)=[CH:29][CH:30]=3)=[CH:35][N:36]=2)[CH:43]=1. (2) Reactant: [CH3:1][O:2][C:3]1[CH:8]=[CH:7][C:6]([OH:9])=[CH:5][CH:4]=1.[Cl-].[Cl-].[Mg+2].C(N(CC)CC)C.[CH2:20]=[O:21].Cl. Product: [OH:9][C:6]1[CH:7]=[CH:8][C:3]([O:2][CH3:1])=[CH:4][C:5]=1[CH:20]=[O:21]. The catalyst class is: 10.